From a dataset of Reaction yield outcomes from USPTO patents with 853,638 reactions. Predict the reaction yield, written as a fraction of the theoretical maximum amount of product (1.0 means a 100% yield; for example, 0.34 means a 34% yield). (1) The reactants are [CH3:1][C:2]1[CH:7]=[C:6]([CH3:8])[CH:5]=[CH:4][C:3]=1[C:9]1[CH:18]=[CH:17][CH:16]=[C:15]([N+:19]([O-:21])=[O:20])[C:10]=1[C:11](OC)=[O:12].[OH-].[Na+].CN.F[P-](F)(F)(F)(F)F.[N:33]1(OC(N(C)C)=[N+](C)C)[C:37]2C=CC=CC=2N=N1.C(N(C(C)C)CC)(C)C. The catalyst is CO.O1CCCC1.O.C(OCC)(=O)C. The product is [CH3:1][C:2]1[CH:7]=[C:6]([CH3:8])[CH:5]=[CH:4][C:3]=1[C:9]1[CH:18]=[CH:17][CH:16]=[C:15]([N+:19]([O-:21])=[O:20])[C:10]=1[C:11]([NH:33][CH3:37])=[O:12]. The yield is 0.300. (2) The reactants are [Cl:1][C:2]1[C:3]2[C:10]([I:11])=[CH:9][NH:8][C:4]=2[N:5]=[CH:6][N:7]=1.O[CH2:13][C@@H:14]1[CH2:18][CH2:17][CH2:16][N:15]1[C:19]([O:21][C:22]([CH3:25])([CH3:24])[CH3:23])=[O:20].C1C=CC(P(C2C=CC=CC=2)C2C=CC=CC=2)=CC=1.CC(OC(/N=N/C(OC(C)C)=O)=O)C. The catalyst is C1COCC1. The product is [C:22]([O:21][C:19]([N:15]1[CH2:16][CH2:17][CH2:18][C@H:14]1[CH2:13][N:8]1[C:4]2[N:5]=[CH:6][N:7]=[C:2]([Cl:1])[C:3]=2[C:10]([I:11])=[CH:9]1)=[O:20])([CH3:25])([CH3:23])[CH3:24]. The yield is 0.770.